This data is from Forward reaction prediction with 1.9M reactions from USPTO patents (1976-2016). The task is: Predict the product of the given reaction. (1) Given the reactants [CH3:1][C:2]([CH3:26])([CH3:25])[CH2:3][NH:4][C:5]([C:7]1[CH:8]=[CH:9][C:10]([C:13]2[CH:14]=[C:15]([CH:20]=[C:21]([F:24])[C:22]=2[CH3:23])[C:16]([O:18]C)=[O:17])=[N:11][CH:12]=1)=[O:6].C1COCC1.[OH-].[Li+].Cl, predict the reaction product. The product is: [CH3:1][C:2]([CH3:26])([CH3:25])[CH2:3][NH:4][C:5]([C:7]1[CH:8]=[CH:9][C:10]([C:13]2[CH:14]=[C:15]([CH:20]=[C:21]([F:24])[C:22]=2[CH3:23])[C:16]([OH:18])=[O:17])=[N:11][CH:12]=1)=[O:6]. (2) Given the reactants [H-].[Na+].[CH:3]1([SH:8])[CH2:7][CH2:6][CH2:5][CH2:4]1.Br[CH2:10][CH2:11][CH2:12][OH:13].O, predict the reaction product. The product is: [CH:3]1([S:8][CH2:10][CH2:11][CH2:12][OH:13])[CH2:7][CH2:6][CH2:5][CH2:4]1. (3) Given the reactants [F:1][C:2]1([F:56])[C:6]2[N:7]([CH2:14][C:15]([NH:17][C@H:18]([C:28]3[C:33]([C:34]4[CH:35]=[CH:36][CH:37]=C5C=4N(C)N=C5NS(C)(=O)=O)=[CH:32][CH:31]=[C:30]([C:49]#[C:50][C:51]([OH:54])([CH3:53])[CH3:52])[N:29]=3)[CH2:19][C:20]3[CH:25]=[C:24]([F:26])[CH:23]=[C:22]([F:27])[CH:21]=3)=[O:16])[N:8]=[C:9]([C:10]([F:13])([F:12])F)[C:5]=2[C@H:4]2[CH2:55][C@@H:3]12.N[C@H](C1C(C2[N:79]3[C:80]([CH3:88])=[N:81][C:82]([NH:83][S:84]([CH3:87])(=[O:86])=[O:85])=[C:78]3C=CC=2)=CC=C(C#CC(O)(C)C)N=1)CC1C=C(F)C=C(F)C=1, predict the reaction product. The product is: [F:12][CH:10]([F:13])[C:9]1[C:5]2[C@H:4]3[CH2:55][C@H:3]3[C:2]([F:56])([F:1])[C:6]=2[N:7]([CH2:14][C:15]([NH:17][C@H:18]([C:28]2[C:33]([C:34]3[N:79]4[C:80]([CH3:88])=[N:81][C:82]([NH:83][S:84]([CH3:87])(=[O:86])=[O:85])=[C:78]4[CH:37]=[CH:36][CH:35]=3)=[CH:32][CH:31]=[C:30]([C:49]#[C:50][C:51]([OH:54])([CH3:53])[CH3:52])[N:29]=2)[CH2:19][C:20]2[CH:21]=[C:22]([F:27])[CH:23]=[C:24]([F:26])[CH:25]=2)=[O:16])[N:8]=1. (4) The product is: [F:20][C:16]1[CH:15]=[C:14]([CH:6]([NH:5][C:3]([CH2:2][NH:1][C:29]([C:27]2[S:28][C:24]([N+:21]([O-:23])=[O:22])=[CH:25][CH:26]=2)=[O:30])=[O:4])[C:7]2[CH:12]=[CH:11][CH:10]=[C:9]([F:13])[CH:8]=2)[CH:19]=[CH:18][CH:17]=1. Given the reactants [NH2:1][CH2:2][C:3]([NH:5][CH:6]([C:14]1[CH:19]=[CH:18][CH:17]=[C:16]([F:20])[CH:15]=1)[C:7]1[CH:12]=[CH:11][CH:10]=[C:9]([F:13])[CH:8]=1)=[O:4].[N+:21]([C:24]1[S:28][C:27]([C:29](O)=[O:30])=[CH:26][CH:25]=1)([O-:23])=[O:22], predict the reaction product. (5) Given the reactants [CH2:1]([C:3]1[CH:8]=[CH:7][CH:6]=[C:5]([CH2:9][CH3:10])[C:4]=1[C:11]1[N:16]=[C:15]([N:17]2[CH2:22][CH2:21][N:20](C(OC(C)(C)C)=O)[CH2:19][CH2:18]2)[C:14]([CH2:30][O:31][C:32]2[CH:37]=[C:36]([CH:38]([CH3:40])[CH3:39])[CH:35]=[CH:34][C:33]=2[CH3:41])=[C:13]([CH3:42])[N:12]=1)[CH3:2].FC(F)(F)C(O)=O, predict the reaction product. The product is: [CH2:9]([C:5]1[CH:6]=[CH:7][CH:8]=[C:3]([CH2:1][CH3:2])[C:4]=1[C:11]1[N:12]=[C:13]([CH3:42])[C:14]([CH2:30][O:31][C:32]2[CH:37]=[C:36]([CH:38]([CH3:39])[CH3:40])[CH:35]=[CH:34][C:33]=2[CH3:41])=[C:15]([N:17]2[CH2:18][CH2:19][NH:20][CH2:21][CH2:22]2)[N:16]=1)[CH3:10]. (6) Given the reactants [O:1]1[C:5]2[CH:6]=[CH:7][C:8]([N:10]3[C:18]4[C:17]5[CH:19]=[C:20]([NH:23][C:24](=[O:33])[C:25]6[C:30]([Cl:31])=[CH:29][N:28]=[C:27](Cl)[CH:26]=6)[CH:21]=[CH:22][C:16]=5[CH2:15][CH2:14][C:13]=4[C:12]([C:34]([NH2:36])=[O:35])=[N:11]3)=[CH:9][C:4]=2[O:3][CH2:2]1.[NH:37]1[CH2:42][CH2:41][NH:40][CH2:39][CH2:38]1, predict the reaction product. The product is: [O:1]1[C:5]2[CH:6]=[CH:7][C:8]([N:10]3[C:18]4[C:17]5[CH:19]=[C:20]([NH:23][C:24](=[O:33])[C:25]6[C:30]([Cl:31])=[CH:29][N:28]=[C:27]([N:37]7[CH2:42][CH2:41][NH:40][CH2:39][CH2:38]7)[CH:26]=6)[CH:21]=[CH:22][C:16]=5[CH2:15][CH2:14][C:13]=4[C:12]([C:34]([NH2:36])=[O:35])=[N:11]3)=[CH:9][C:4]=2[O:3][CH2:2]1. (7) Given the reactants C1(C([CH:9]2[CH2:16][C@H:15]3[C:17]4([O:21][CH2:20][CH2:19][O:18]4)[C@H:11]([CH2:12][O:13][CH2:14]3)[CH2:10]2)=O)C=CC=CC=1.CC(C)([O-:25])C.[K+].C(O)(C)(C)C.O=O, predict the reaction product. The product is: [O:18]1[CH2:19][CH2:20][O:21][C:17]21[C@H:11]1[CH2:10][C:9](=[O:25])[CH2:16][C@@H:15]2[CH2:14][O:13][CH2:12]1.